Dataset: Full USPTO retrosynthesis dataset with 1.9M reactions from patents (1976-2016). Task: Predict the reactants needed to synthesize the given product. Given the product [C:11]([C:9]1[S:8]/[C:7](=[N:15]\[C:22](=[O:23])[C:21]2[CH:25]=[C:17]([Cl:16])[CH:18]=[CH:19][C:20]=2[F:26])/[N:6]([CH2:2][CH2:3][CH2:4][CH3:5])[CH:10]=1)([CH3:14])([CH3:13])[CH3:12], predict the reactants needed to synthesize it. The reactants are: I.[CH2:2]([N:6]1[CH:10]=[C:9]([C:11]([CH3:14])([CH3:13])[CH3:12])[S:8][C:7]1=[NH:15])[CH2:3][CH2:4][CH3:5].[Cl:16][C:17]1[CH:18]=[CH:19][C:20]([F:26])=[C:21]([CH:25]=1)[C:22](O)=[O:23].CCN=C=NCCCN(C)C.C1C=CC2N(O)N=NC=2C=1.